This data is from Reaction yield outcomes from USPTO patents with 853,638 reactions. The task is: Predict the reaction yield, written as a fraction of the theoretical maximum amount of product (1.0 means a 100% yield; for example, 0.34 means a 34% yield). (1) The reactants are [BH4-].[Li+].C([O:7][C:8]([C@:10]1([CH2:24][CH:25]=[CH2:26])[CH2:14][C:13](=[O:15])[N:12]([C@@H:16]([C:18]2[CH:23]=[CH:22][CH:21]=[CH:20][CH:19]=2)[CH3:17])[CH2:11]1)=O)(C)(C)C.C(O)C.[Cl-].[NH4+]. The catalyst is O1CCCC1. The product is [CH2:24]([C@:10]1([CH2:8][OH:7])[CH2:11][N:12]([C@@H:16]([C:18]2[CH:19]=[CH:20][CH:21]=[CH:22][CH:23]=2)[CH3:17])[C:13](=[O:15])[CH2:14]1)[CH:25]=[CH2:26]. The yield is 0.760. (2) The reactants are [CH:1]1([CH2:4][CH2:5][OH:6])[CH2:3][CH2:2]1.[N+:7]([C:10]1[CH:17]=[CH:16][CH:15]=[C:14]([N+]([O-])=O)[C:11]=1[C:12]#[N:13])([O-:9])=[O:8]. No catalyst specified. The product is [CH:1]1([CH2:4][CH2:5][O:6][C:14]2[CH:15]=[CH:16][CH:17]=[C:10]([N+:7]([O-:9])=[O:8])[C:11]=2[C:12]#[N:13])[CH2:3][CH2:2]1. The yield is 0.850. (3) The reactants are [OH:1][C:2]1[CH:7]=[C:6]([O:8][CH3:9])[CH:5]=[C:4](O)[C:3]=1[NH:11][C:12]([C:14]1[N:15]=[C:16]2[N:20]([CH:21]=1)[N:19]=[C:18]([S:22][CH3:23])[S:17]2)=[O:13].C(O)(C(F)(F)F)=O. The catalyst is C(O)(=O)C. The product is [CH3:9][O:8][C:6]1[CH:5]=[C:4]2[O:13][C:12]([C:14]3[N:15]=[C:16]4[N:20]([CH:21]=3)[N:19]=[C:18]([S:22][CH3:23])[S:17]4)=[N:11][C:3]2=[C:2]([OH:1])[CH:7]=1. The yield is 0.400. (4) The reactants are [OH:1][C:2]1[N:10]=[CH:9][CH:8]=[CH:7][C:3]=1[C:4]([OH:6])=[O:5].[OH-].[K+].[CH2:13](Br)[C:14]1[CH:19]=[CH:18][CH:17]=[CH:16][CH:15]=1.Cl. The catalyst is O.CO. The product is [CH2:13]([N:10]1[CH:9]=[CH:8][CH:7]=[C:3]([C:4]([OH:6])=[O:5])[C:2]1=[O:1])[C:14]1[CH:19]=[CH:18][CH:17]=[CH:16][CH:15]=1. The yield is 0.550.